The task is: Predict the reactants needed to synthesize the given product.. This data is from Full USPTO retrosynthesis dataset with 1.9M reactions from patents (1976-2016). (1) Given the product [Cl:1][C:2]1[CH:3]=[CH:4][C:5]([N:8]2[C:16]([CH:17]([CH:19]3[CH2:24][CH2:23][CH2:22][CH2:21][CH2:20]3)[O:18][C:38]3[CH:39]=[CH:40][C:35]([O:34][C:31]4([C:29]([OH:30])=[O:28])[CH2:33][CH2:32]4)=[CH:36][CH:37]=3)=[C:15]3[C:10]([CH:11]=[C:12]([F:26])[C:13]([F:25])=[CH:14]3)=[N:9]2)=[CH:6][CH:7]=1, predict the reactants needed to synthesize it. The reactants are: [Cl:1][C:2]1[CH:7]=[CH:6][C:5]([N:8]2[C:16]([CH:17]([CH:19]3[CH2:24][CH2:23][CH2:22][CH2:21][CH2:20]3)[OH:18])=[C:15]3[C:10]([CH:11]=[C:12]([F:26])[C:13]([F:25])=[CH:14]3)=[N:9]2)=[CH:4][CH:3]=1.C[O:28][C:29]([C:31]1([O:34][C:35]2[CH:40]=[CH:39][C:38](O)=[CH:37][CH:36]=2)[CH2:33][CH2:32]1)=[O:30].C1(P(C2C=CC=CC=2)C2C=CC=CC=2)C=CC=CC=1.N(C(OC(C)(C)C)=O)=NC(OC(C)(C)C)=O. (2) Given the product [CH:18]([C@H:20]1[CH2:24][O:23][C:22](=[O:25])[N:21]1[C:6](=[O:8])[CH2:5][CH2:4][CH2:3][C:2]([F:1])([F:10])[F:9])([CH3:19])[CH3:17], predict the reactants needed to synthesize it. The reactants are: [F:1][C:2]([F:10])([F:9])[CH2:3][CH2:4][CH2:5][C:6]([OH:8])=O.C(Cl)(=O)C(Cl)=O.[CH3:17][CH:18]([C@H:20]1[CH2:24][O:23][C:22](=[O:25])[NH:21]1)[CH3:19].[Li]CCCC. (3) Given the product [CH3:1][N:2]([CH2:4][C:5]1[C:13]2[O:12][N:11]=[C:10]([CH2:14][CH2:15][CH:16]3[CH2:21][CH2:20][N:19]([CH2:34][C:32]4[CH:31]=[CH:30][CH:29]=[C:28]([CH3:27])[N:33]=4)[CH2:18][CH2:17]3)[C:9]=2[CH:8]=[CH:7][C:6]=1[O:22][CH2:23][CH:24]1[CH2:25][CH2:26]1)[CH3:3], predict the reactants needed to synthesize it. The reactants are: [CH3:1][N:2]([CH2:4][C:5]1[C:13]2[O:12][N:11]=[C:10]([CH2:14][CH2:15][CH:16]3[CH2:21][CH2:20][NH:19][CH2:18][CH2:17]3)[C:9]=2[CH:8]=[CH:7][C:6]=1[O:22][CH2:23][CH:24]1[CH2:26][CH2:25]1)[CH3:3].[CH3:27][C:28]1[N:33]=[C:32]([CH:34]=O)[CH:31]=[CH:30][CH:29]=1.C(O[BH-](OC(=O)C)OC(=O)C)(=O)C.[Na+].C(=O)(O)[O-].[Na+].[OH-].[Na+]. (4) Given the product [CH3:1][O:2][C:3]1[CH:4]=[CH:5][C:6]([C:9]2[S:13][C:12]3[CH:15]=[C:16]([O:19][C:20](=[O:26])[N:21]([CH2:22][CH3:23])[CH2:24][CH3:25])[CH:17]=[CH:18][C:11]=3[C:10]=2[O:27][C:28]2[CH:29]=[CH:30][C:31]([O:34][CH2:35][CH2:36][N:37]3[CH2:42][CH2:41][CH2:40][CH2:39][CH2:38]3)=[CH:32][CH:33]=2)=[CH:7][CH:8]=1, predict the reactants needed to synthesize it. The reactants are: [CH3:1][O:2][C:3]1[CH:8]=[CH:7][C:6]([C:9]2[S:13](=O)[C:12]3[CH:15]=[C:16]([O:19][C:20](=[O:26])[N:21]([CH2:24][CH3:25])[CH2:22][CH3:23])[CH:17]=[CH:18][C:11]=3[C:10]=2[O:27][C:28]2[CH:33]=[CH:32][C:31]([O:34][CH2:35][CH2:36][N:37]3[CH2:42][CH2:41][CH2:40][CH2:39][CH2:38]3)=[CH:30][CH:29]=2)=[CH:5][CH:4]=1.CO.Cl.S([O-])([O-])(=O)=S.[Na+].[Na+]. (5) Given the product [NH4+:6].[OH-:9].[NH2:52][C@H:47]1[CH2:48][CH2:49][CH2:50][CH2:51][C@H:46]1[NH:45][C:42]1[N:43]=[N:44][C:39]([C:36]([NH2:37])=[O:38])=[C:40]([NH:60][C:61]2[CH:66]=[CH:65][CH:64]=[C:63]([CH:67]([CH3:69])[CH3:68])[N:62]=2)[CH:41]=1, predict the reactants needed to synthesize it. The reactants are: ClC1N=[N:6]C(C(N)=[O:9])=C(NC2C=CC=C(C(C)C)N=2)C=1.N[C@@H]1CCCC[C@@H]1NC(=O)OC(C)(C)C.[C:36]([C:39]1[N:44]=[N:43][C:42]([NH:45][C@@H:46]2[CH2:51][CH2:50][CH2:49][CH2:48][C@@H:47]2[NH:52]C(=O)OC(C)(C)C)=[CH:41][C:40]=1[NH:60][C:61]1[CH:66]=[CH:65][CH:64]=[C:63]([CH:67]([CH3:69])[CH3:68])[N:62]=1)(=[O:38])[NH2:37].N[C@H]1CCCC[C@H]1NC1N=NC(C(N)=O)=C(NC2C=CC=C(C(C)C)N=2)C=1.C(O)(C(F)(F)F)=O. (6) Given the product [Cl:1][C:2]1[CH:7]=[CH:6][C:5]([N+:8]([O-:10])=[O:9])=[C:4]([O:11][CH3:16])[C:3]=1[C:12]([F:13])([F:14])[F:15], predict the reactants needed to synthesize it. The reactants are: [Cl:1][C:2]1[C:3]([C:12]([F:15])([F:14])[F:13])=[C:4]([OH:11])[C:5]([N+:8]([O-:10])=[O:9])=[CH:6][CH:7]=1.[C:16](=O)([O-])[O-].[Cs+].[Cs+].IC.O. (7) Given the product [Cl:6][CH2:5][O:4][C:2]([O:24][CH:23]([CH2:25][O:26][C:27](=[O:40])[C@H:28]([CH:37]([CH3:39])[CH3:38])[NH:29][C:30]([O:32][C:33]([CH3:36])([CH3:35])[CH3:34])=[O:31])[CH2:22][O:21][C:19](=[O:20])[C@H:15]([CH:16]([CH3:18])[CH3:17])[NH:14][C:12]([O:11][C:7]([CH3:8])([CH3:10])[CH3:9])=[O:13])=[O:3], predict the reactants needed to synthesize it. The reactants are: Cl[C:2]([O:4][CH2:5][Cl:6])=[O:3].[C:7]([O:11][C:12]([NH:14][C@H:15]([C:19]([O:21][CH2:22][CH:23]([CH2:25][O:26][C:27](=[O:40])[C@H:28]([CH:37]([CH3:39])[CH3:38])[NH:29][C:30]([O:32][C:33]([CH3:36])([CH3:35])[CH3:34])=[O:31])[OH:24])=[O:20])[CH:16]([CH3:18])[CH3:17])=[O:13])([CH3:10])([CH3:9])[CH3:8].N1C=CC=CC=1. (8) The reactants are: [CH3:1][O:2][C:3]([C:5]1[N:6]([CH3:28])[C:7]2[C:12]([CH:13]=1)=[C:11]([Cl:14])[C:10]([O:15][C:16]1[CH:21]=[CH:20][C:19]([O:22]C)=[C:18]([CH:24]([CH3:26])[CH3:25])[CH:17]=1)=[C:9]([Cl:27])[CH:8]=2)=[O:4].B(Br)(Br)Br. Given the product [CH3:1][O:2][C:3]([C:5]1[N:6]([CH3:28])[C:7]2[C:12]([CH:13]=1)=[C:11]([Cl:14])[C:10]([O:15][C:16]1[CH:21]=[CH:20][C:19]([OH:22])=[C:18]([CH:24]([CH3:25])[CH3:26])[CH:17]=1)=[C:9]([Cl:27])[CH:8]=2)=[O:4], predict the reactants needed to synthesize it.